From a dataset of NCI-60 drug combinations with 297,098 pairs across 59 cell lines. Regression. Given two drug SMILES strings and cell line genomic features, predict the synergy score measuring deviation from expected non-interaction effect. (1) Drug 1: CS(=O)(=O)OCCCCOS(=O)(=O)C. Drug 2: C(CCl)NC(=O)N(CCCl)N=O. Cell line: SR. Synergy scores: CSS=77.4, Synergy_ZIP=1.19, Synergy_Bliss=0.378, Synergy_Loewe=-1.98, Synergy_HSA=2.95. (2) Drug 1: CC1C(C(=O)NC(C(=O)N2CCCC2C(=O)N(CC(=O)N(C(C(=O)O1)C(C)C)C)C)C(C)C)NC(=O)C3=C4C(=C(C=C3)C)OC5=C(C(=O)C(=C(C5=N4)C(=O)NC6C(OC(=O)C(N(C(=O)CN(C(=O)C7CCCN7C(=O)C(NC6=O)C(C)C)C)C)C(C)C)C)N)C. Drug 2: CC1C(C(CC(O1)OC2CC(CC3=C2C(=C4C(=C3O)C(=O)C5=C(C4=O)C(=CC=C5)OC)O)(C(=O)CO)O)N)O.Cl. Cell line: LOX IMVI. Synergy scores: CSS=36.4, Synergy_ZIP=-7.66, Synergy_Bliss=-5.48, Synergy_Loewe=-9.21, Synergy_HSA=-4.46.